Dataset: Catalyst prediction with 721,799 reactions and 888 catalyst types from USPTO. Task: Predict which catalyst facilitates the given reaction. (1) Reactant: Br[CH2:2][C:3](=O)[C:4]([CH3:7])([CH3:6])[CH3:5].[NH2:9][NH:10][C:11]([NH2:13])=[S:12]. Product: [C:4]([C:3]1[N:13]=[C:11]([NH:10][NH2:9])[S:12][CH:2]=1)([CH3:7])([CH3:6])[CH3:5]. The catalyst class is: 8. (2) Reactant: [O:1]1[C:5]2([CH2:10][CH2:9][N:8]([C:11]3[CH:16]=[CH:15][C:14]([N+:17]([O-])=O)=[CH:13][C:12]=3[F:20])[CH2:7][CH2:6]2)[O:4][CH2:3][CH2:2]1. Product: [NH2:17][C:14]1[CH:15]=[CH:16][C:11]([N:8]2[CH2:9][CH2:10][C:5]3([O:1][CH2:2][CH2:3][O:4]3)[CH2:6][CH2:7]2)=[C:12]([F:20])[CH:13]=1. The catalyst class is: 78.